This data is from Human Reference Interactome with 51,813 positive PPI pairs across 8,248 proteins, plus equal number of experimentally-validated negative pairs. The task is: Binary Classification. Given two protein amino acid sequences, predict whether they physically interact or not. (1) Protein 1 (ENSG00000152359) has sequence MSSDEEKYSLPVVQNDSSRGSSVSSNLQEEYEELLHYAIVTPNIEPCASQSSHPKGELVPDVRISTIHDILHSQGNNSEVRETAIEVGKGCDFHISSHSKTDESSPVLSPRKPSHPVMDFFSSHLLADSSSPATNSSHTDAHEILVSDFLVSDENLQKMENVLDLWSSGLKTNIISELSKWRLNFIDWHRMEMRKEKEKHAAHLKQLCNQINELKELQKTFEISIGRKDEVISSLSHAIGKQKEKIELMRTFFHWRIGHVRARQDVYEGKLADQYYQRTLLKKVWKVWRSVVQKQWKDVV.... Protein 2 (ENSG00000179046) has sequence CFQSQEHKHHMVCGIQEAAENYRKLFQEILNTSREKLEAAKSILTDEQERMAMIQEEEQNFKKMIESEYSMRLRLLNEECEQNLQRQQECISDLNLRETLLNQAIKLATELEEMFQEMLQRLGRVGRENMEKLKESEARASEQVRSLLKLIVELEKKCGEGTLALLKCLDLEIRPPELREMNFCCAEATQSMNAKYSLERSKSLLLEHLEPAHITDLSLCHIRGLSSMFRVLQRHLTLDPETAHPCLALSEDLRTMRLRHGQQDGAGNPERLDFSAMVLAAESFTSGRHYWEVDVEKATR.... Result: 0 (the proteins do not interact). (2) Protein 1 (ENSG00000184113) has sequence MTRARIGCFGPGGRARGTESAPEPSKRVPPGRSWQTQEVRQTRGANGLGPRAGSAGAKAPGPAQGAAQHGLGGSAGLRVRVSPLAMGSAALEILGLVLCLVGWGGLILACGLPMWQVTAFLDHNIVTAQTTWKGLWMSCVVQSTGHMQCKVYDSVLALSTEVQAARALTVSAVLLAFVALFVTLAGAQCTTCVAPGPAKARVALTGGVLYLFCGLLALVPLCWFANIVVREFYDPSVPVSQKYELGAALYIGWAATALLMVGGCLLCCGAWVCTGRPDLSFPVKYSAPRRPTATGDYDKK.... Protein 2 (ENSG00000077312) has sequence MAVPETRPNHTIYINNLNEKIKKDELKKSLYAIFSQFGQILDILVSRSLKMRGQAFVIFKEVSSATNALRSMQGFPFYDKPMRIQYAKTDSDIIAKMKGTFVERDRKREKRKPKSQETPATKKAVQGGGATPVVGAVQGPVPGMPPMTQAPRIMHHMPGQPPYMPPPGMIPPPGLAPGQIPPGAMPPQQLMPGQMPPAQPLSENPPNHILFLTNLPEETNELMLSMLFNQFPGFKEVRLVPGRHDIAFVEFDNEVQAGAARDALQGFKITQNNAMKISFAKK*MAVPETRPNHTIYINNL.... Result: 0 (the proteins do not interact).